From a dataset of NCI-60 drug combinations with 297,098 pairs across 59 cell lines. Regression. Given two drug SMILES strings and cell line genomic features, predict the synergy score measuring deviation from expected non-interaction effect. (1) Drug 1: CN(C)C1=NC(=NC(=N1)N(C)C)N(C)C. Drug 2: C1=NC2=C(N=C(N=C2N1C3C(C(C(O3)CO)O)F)Cl)N. Cell line: NCI-H322M. Synergy scores: CSS=8.79, Synergy_ZIP=-0.315, Synergy_Bliss=2.41, Synergy_Loewe=-10.9, Synergy_HSA=0.138. (2) Drug 1: C1C(C(OC1N2C=NC(=NC2=O)N)CO)O. Drug 2: CC1CCCC2(C(O2)CC(NC(=O)CC(C(C(=O)C(C1O)C)(C)C)O)C(=CC3=CSC(=N3)C)C)C. Cell line: SF-295. Synergy scores: CSS=51.4, Synergy_ZIP=2.50, Synergy_Bliss=1.20, Synergy_Loewe=-22.7, Synergy_HSA=0.320. (3) Drug 1: CC1=C(C=C(C=C1)C(=O)NC2=CC(=CC(=C2)C(F)(F)F)N3C=C(N=C3)C)NC4=NC=CC(=N4)C5=CN=CC=C5. Drug 2: CC1=C2C(C(=O)C3(C(CC4C(C3C(C(C2(C)C)(CC1OC(=O)C(C(C5=CC=CC=C5)NC(=O)OC(C)(C)C)O)O)OC(=O)C6=CC=CC=C6)(CO4)OC(=O)C)O)C)O. Cell line: SK-MEL-28. Synergy scores: CSS=-14.5, Synergy_ZIP=17.6, Synergy_Bliss=16.3, Synergy_Loewe=-4.80, Synergy_HSA=-5.26. (4) Drug 1: C1C(C(OC1N2C=NC3=C(N=C(N=C32)Cl)N)CO)O. Drug 2: C1CNP(=O)(OC1)N(CCCl)CCCl. Cell line: DU-145. Synergy scores: CSS=19.9, Synergy_ZIP=-1.52, Synergy_Bliss=2.88, Synergy_Loewe=-30.7, Synergy_HSA=-5.61. (5) Drug 1: CC(C)(C#N)C1=CC(=CC(=C1)CN2C=NC=N2)C(C)(C)C#N. Drug 2: C(CN)CNCCSP(=O)(O)O. Cell line: OVCAR-8. Synergy scores: CSS=-1.04, Synergy_ZIP=-0.623, Synergy_Bliss=-2.94, Synergy_Loewe=-2.34, Synergy_HSA=-2.70. (6) Drug 1: CN(C)C1=NC(=NC(=N1)N(C)C)N(C)C. Drug 2: CCC1(CC2CC(C3=C(CCN(C2)C1)C4=CC=CC=C4N3)(C5=C(C=C6C(=C5)C78CCN9C7C(C=CC9)(C(C(C8N6C=O)(C(=O)OC)O)OC(=O)C)CC)OC)C(=O)OC)O.OS(=O)(=O)O. Cell line: SF-268. Synergy scores: CSS=34.2, Synergy_ZIP=9.87, Synergy_Bliss=15.6, Synergy_Loewe=-15.9, Synergy_HSA=7.73.